Dataset: Cav3 T-type calcium channel HTS with 100,875 compounds. Task: Binary Classification. Given a drug SMILES string, predict its activity (active/inactive) in a high-throughput screening assay against a specified biological target. (1) The drug is s1c(CN(CCc2c3c([nH]c2C)cccc3)C(=S)Nc2c(OC)cccc2)ccc1. The result is 0 (inactive). (2) The molecule is Clc1c(c2nn(nn2)CC(=O)NC(C)(C)C)cccc1. The result is 0 (inactive). (3) The molecule is S(Cc1ccccc1)c1ncccc1C(OC)=O. The result is 0 (inactive). (4) The drug is S(=O)(=O)(N1CCOCC1)c1cc(c(cc1)C)C(=O)Nc1cc2sc(nc2cc1)C. The result is 0 (inactive). (5) The molecule is O=C/1N(CCCC)C(=O)NC(=O)C1=C(/NCc1cc(OC)cc(OC)c1)C. The result is 0 (inactive). (6) The compound is Clc1c(NC(=O)C[n+]2ccc(N(C)C)cc2)ccc([N+]([O-])=O)c1. The result is 0 (inactive).